Dataset: Full USPTO retrosynthesis dataset with 1.9M reactions from patents (1976-2016). Task: Predict the reactants needed to synthesize the given product. (1) Given the product [Cl:5][C:6]1[CH:7]=[C:8]([CH2:13][C@H:14]2[CH2:15][O:16][S:2](=[O:1])[N:17]2[C:18]([O:19][C:20]([CH3:23])([CH3:22])[CH3:21])=[O:24])[CH:9]=[N:10][C:11]=1[F:12], predict the reactants needed to synthesize it. The reactants are: [O:1]=[S:2](Cl)Cl.[Cl:5][C:6]1[CH:7]=[C:8]([CH2:13][C@H:14]([NH:17][C:18](=[O:24])[O:19][C:20]([CH3:23])([CH3:22])[CH3:21])[CH2:15][OH:16])[CH:9]=[N:10][C:11]=1[F:12].N1C=CC=CC=1. (2) The reactants are: [Cl:1][C:2]1[N:10]=[C:9]2[C:5]([N:6]=[CH:7][N:8]2[C:11]2[CH2:15][CH2:14][CH2:13][CH:12]=2)=[C:4](Cl)[N:3]=1.[I:17][C:18]1[CH:19]=[C:20]([CH:23]=[CH:24][CH:25]=1)[CH2:21][NH2:22]. Given the product [Cl:1][C:2]1[N:10]=[C:9]2[C:5]([N:6]=[CH:7][N:8]2[C:11]2[CH2:15][CH2:14][CH2:13][CH:12]=2)=[C:4]([NH:22][CH2:21][C:20]2[CH:23]=[CH:24][CH:25]=[C:18]([I:17])[CH:19]=2)[N:3]=1, predict the reactants needed to synthesize it.